The task is: Predict the product of the given reaction.. This data is from Forward reaction prediction with 1.9M reactions from USPTO patents (1976-2016). Given the reactants [OH:1][C@@H:2]1[CH2:7][CH2:6][CH2:5][CH2:4][C@H:3]1[NH:8][C:9]([C:11]1[C:16]([C:17]([F:20])([F:19])[F:18])=[N:15][C:14]([Br:21])=[C:13]([C:22]2[CH:27]=[CH:26][C:25](Cl)=[CH:24][CH:23]=2)[N:12]=1)=[O:10].BrC1N=C(C(F)(F)F)C(C(O)=O)=NC=1C1C=CC=C([Cl:42])C=1, predict the reaction product. The product is: [OH:1][C@@H:2]1[CH2:7][CH2:6][CH2:5][CH2:4][C@H:3]1[NH:8][C:9]([C:11]1[C:16]([C:17]([F:19])([F:18])[F:20])=[N:15][C:14]([Br:21])=[C:13]([C:22]2[CH:27]=[CH:26][CH:25]=[C:24]([Cl:42])[CH:23]=2)[N:12]=1)=[O:10].